Dataset: Full USPTO retrosynthesis dataset with 1.9M reactions from patents (1976-2016). Task: Predict the reactants needed to synthesize the given product. (1) Given the product [OH:19][NH:20][C:11]([C:3]1[N:2]=[CH:1][C:10]2[C:5]([CH:4]=1)=[CH:6][CH:7]=[CH:8][CH:9]=2)=[O:13], predict the reactants needed to synthesize it. The reactants are: [CH:1]1[C:10]2[C:5](=[CH:6][CH:7]=[CH:8][CH:9]=2)[CH:4]=[C:3]([C:11]([OH:13])=O)[N:2]=1.Cl.C([O:19][NH2:20])(C)(C)C. (2) Given the product [CH3:1][C:2]1[CH:3]=[CH:4][C:5]([C:9]([C:11]2[C:20](=[O:21])[C:19]3[C:14](=[CH:15][CH:16]=[CH:17][CH:18]=3)[N:13]([CH2:25][C:26]3[N:31]=[C:30]([C:32]#[N:33])[CH:29]=[CH:28][CH:27]=3)[CH:12]=2)=[O:10])=[N:6][C:7]=1[CH3:8], predict the reactants needed to synthesize it. The reactants are: [CH3:1][C:2]1[CH:3]=[CH:4][C:5]([C:9]([C:11]2[C:20](=[O:21])[C:19]3[C:14](=[CH:15][CH:16]=[CH:17][CH:18]=3)[NH:13][CH:12]=2)=[O:10])=[N:6][C:7]=1[CH3:8].[H-].[Na+].Br[CH2:25][C:26]1[N:31]=[C:30]([C:32]#[N:33])[CH:29]=[CH:28][CH:27]=1. (3) Given the product [Cl:1][C:2]1[CH:7]=[CH:6][C:5]([C:8]2[CH:13]=[C:12]([CH2:14][CH3:15])[N:11]3[N:16]=[CH:17][C:18]([C:21]#[C:20][C:22]4[CH:23]=[CH:24][C:25]([NH2:28])=[N:26][CH:27]=4)=[C:10]3[N:9]=2)=[CH:4][CH:3]=1, predict the reactants needed to synthesize it. The reactants are: [Cl:1][C:2]1[CH:7]=[CH:6][C:5]([C:8]2[CH:13]=[C:12]([CH2:14][CH3:15])[N:11]3[N:16]=[CH:17][C:18](I)=[C:10]3[N:9]=2)=[CH:4][CH:3]=1.[C:20]([C:22]1[CH:23]=[CH:24][C:25]([NH2:28])=[N:26][CH:27]=1)#[CH:21]. (4) Given the product [Cl:22][C:17]1[CH:16]=[C:15]([CH:20]=[CH:19][C:18]=1[O:21][CH2:27][CH2:26][CH3:28])[CH2:14][C@H:10]1[O:11][CH2:12][CH2:13][NH:8][CH2:9]1, predict the reactants needed to synthesize it. The reactants are: C([N:8]1[CH2:13][CH2:12][O:11][C@H:10]([CH2:14][C:15]2[CH:20]=[CH:19][C:18]([OH:21])=[C:17]([Cl:22])[CH:16]=2)[CH2:9]1)(OC(C)(C)C)=O.C(N1CCO[C@H](CC2C=CC=C(C=CC3C=NC=CC=3)C=2)C1)(O[C:26](C)([CH3:28])[CH3:27])=O.ICCC.C(O)(C(F)(F)F)=O. (5) Given the product [N:24]12[CH2:23][C@@H:22]([NH:21][C:13]([C:9]3[CH:10]=[CH:11][CH:12]=[C:6]4[O:5][C:4]([N:3]([CH2:1][CH3:2])[CH2:16][CH3:17])=[N:8][C:7]=34)=[O:15])[CH:27]([CH2:28][CH2:29]1)[CH2:26][CH2:25]2, predict the reactants needed to synthesize it. The reactants are: [CH2:1]([N:3]([CH2:16][CH3:17])[C:4]1[O:5][C:6]2[C:7](=[C:9]([C:13]([O-:15])=O)[CH:10]=[CH:11][CH:12]=2)[N:8]=1)[CH3:2].[Li+].Cl.Cl.[NH2:21][C@H:22]1[CH:27]2[CH2:28][CH2:29][N:24]([CH2:25][CH2:26]2)[CH2:23]1. (6) Given the product [Si:1]([O:8][C@H:9]1[CH2:13][O:12][CH2:11][C@H:10]1[O:14][C:15]1[C:16]([CH2:17][NH:18][CH3:19])=[CH:30][C:31]([NH2:35])=[CH:32][C:33]=1[F:34])([C:4]([CH3:7])([CH3:6])[CH3:5])([CH3:3])[CH3:2], predict the reactants needed to synthesize it. The reactants are: [Si:1]([O:8][C@H:9]1[CH2:13][O:12][CH2:11][C@H:10]1[O:14][C:15]1[C:33]([F:34])=[CH:32][C:31]([N+:35]([O-])=O)=[CH:30][C:16]=1[CH2:17][N:18](C)[C:19](=O)OCC1C=CC=CC=1)([C:4]([CH3:7])([CH3:6])[CH3:5])([CH3:3])[CH3:2]. (7) Given the product [Cl:1][C:2]1[C:3]([F:26])=[C:4]([NH:8][C:9]2[C:18]3[C:13](=[CH:14][C:15]([O:24][CH3:25])=[C:16]([CH2:19][N:20]([CH:21]([CH3:23])[CH3:22])[C@@H:32]([C:30]([OH:29])=[O:31])[CH3:33])[CH:17]=3)[N:12]=[CH:11][N:10]=2)[CH:5]=[CH:6][CH:7]=1, predict the reactants needed to synthesize it. The reactants are: [Cl:1][C:2]1[C:3]([F:26])=[C:4]([NH:8][C:9]2[C:18]3[C:13](=[CH:14][C:15]([O:24][CH3:25])=[C:16]([CH2:19][NH:20][CH:21]([CH3:23])[CH3:22])[CH:17]=3)[N:12]=[CH:11][N:10]=2)[CH:5]=[CH:6][CH:7]=1.CC[O:29][C:30]([C@@H:32](OS(C(F)(F)F)(=O)=O)[CH3:33])=[O:31]. (8) The reactants are: [CH3:1][C:2]1[CH:7]=[CH:6][C:5]([C:8]2[N:12]=[C:11]([CH2:13][CH2:14][C:15](=[O:17])[CH3:16])[O:10][N:9]=2)=[CH:4][C:3]=1[N+:18]([O-:20])=[O:19].CCCC[N+](CCCC)(CCCC)CCCC.[F-].[F:39][C:40]([Si](C)(C)C)([F:42])[F:41]. Given the product [F:39][C:40]([F:42])([F:41])[C:15]([CH3:16])([OH:17])[CH2:14][CH2:13][C:11]1[O:10][N:9]=[C:8]([C:5]2[CH:6]=[CH:7][C:2]([CH3:1])=[C:3]([N+:18]([O-:20])=[O:19])[CH:4]=2)[N:12]=1, predict the reactants needed to synthesize it.